This data is from Reaction yield outcomes from USPTO patents with 853,638 reactions. The task is: Predict the reaction yield, written as a fraction of the theoretical maximum amount of product (1.0 means a 100% yield; for example, 0.34 means a 34% yield). (1) The product is [CH:9]([C:6]1[CH:7]=[CH:8][C:3]([CH2:2][N:15]2[C:11](=[O:21])[C:12]3[C:13](=[CH:17][CH:18]=[CH:19][CH:20]=3)[C:14]2=[O:16])=[CH:4][CH:5]=1)=[CH2:10]. The yield is 0.460. The catalyst is CN(C=O)C.O. The reactants are Cl[CH2:2][C:3]1[CH:8]=[CH:7][C:6]([CH:9]=[CH2:10])=[CH:5][CH:4]=1.[C:11]1(=[O:21])[NH:15][C:14](=[O:16])[C:13]2=[CH:17][CH:18]=[CH:19][CH:20]=[C:12]12.[K]. (2) The reactants are [CH3:1][O:2][C:3]1[CH:8]=[C:7]([O:9][CH3:10])[CH:6]=[CH:5][C:4]=1Br.C([Li])CCC.[I-].[CH3:18][N+:19]1[CH:24]=[CH:23][C:22]([CH3:25])=[CH:21][CH:20]=1. The catalyst is C(OCC)C.O. The product is [CH3:1][O:2][C:3]1[CH:8]=[C:7]([O:9][CH3:10])[CH:6]=[CH:5][C:4]=1[CH:24]1[CH:23]=[C:22]([CH3:25])[CH:21]=[CH:20][N:19]1[CH3:18]. The yield is 0.930. (3) The reactants are [C:1]([C:3]1[CH:19]=[CH:18][C:6]([C:7]([NH:9][CH2:10][CH2:11][CH2:12][C:13]([O:15]CC)=[O:14])=[O:8])=[CH:5][CH:4]=1)#[N:2].[H-].[Na+].[CH2:22](I)[CH3:23].[OH-].[Na+].Cl. The catalyst is CN(C=O)C. The product is [C:1]([C:3]1[CH:4]=[CH:5][C:6]([C:7]([N:9]([CH2:10][CH2:11][CH2:12][C:13]([OH:15])=[O:14])[CH2:22][CH3:23])=[O:8])=[CH:18][CH:19]=1)#[N:2]. The yield is 0.987.